From a dataset of Forward reaction prediction with 1.9M reactions from USPTO patents (1976-2016). Predict the product of the given reaction. (1) Given the reactants [F:1][C:2]1[CH:7]=[CH:6][CH:5]=[C:4]([F:8])[C:3]=1[C:9]1[CH:10]=[CH:11][C:12]2[N:13]([C:15]([NH:18][C:19]3[CH:20]=[N:21][CH:22]=[CH:23][C:24]=3[C:25]3[CH2:30][CH2:29][N:28](C(OC(C)(C)C)=O)[CH2:27][CH:26]=3)=[N:16][CH:17]=2)[N:14]=1.C([SiH](CC)CC)C.[C:45]([OH:51])([C:47]([F:50])([F:49])[F:48])=[O:46].N#N, predict the reaction product. The product is: [F:48][C:47]([F:50])([F:49])[C:45]([OH:51])=[O:46].[F:48][C:47]([F:50])([F:49])[C:45]([OH:51])=[O:46].[F:8][C:4]1[CH:5]=[CH:6][CH:7]=[C:2]([F:1])[C:3]=1[C:9]1[CH:10]=[CH:11][C:12]2[N:13]([C:15]([NH:18][C:19]3[CH:20]=[N:21][CH:22]=[CH:23][C:24]=3[C:25]3[CH2:30][CH2:29][NH:28][CH2:27][CH:26]=3)=[N:16][CH:17]=2)[N:14]=1. (2) Given the reactants Cl[CH:2]([CH:14]1[CH2:19][CH2:18][CH2:17][CH2:16][CH2:15]1)[C:3]1[O:4][C:5]2[CH:12]=[CH:11][C:10]([F:13])=[CH:9][C:6]=2[C:7]=1[CH3:8].[NH2:20][C:21]1[CH:26]=[CH:25][C:24]([C:27]([N:29]([CH3:37])[CH2:30][CH2:31][C:32]([O:34]CC)=[O:33])=[O:28])=[CH:23][CH:22]=1, predict the reaction product. The product is: [CH:14]1([CH:2]([NH:20][C:21]2[CH:22]=[CH:23][C:24]([C:27]([N:29]([CH3:37])[CH2:30][CH2:31][C:32]([OH:34])=[O:33])=[O:28])=[CH:25][CH:26]=2)[C:3]2[O:4][C:5]3[CH:12]=[CH:11][C:10]([F:13])=[CH:9][C:6]=3[C:7]=2[CH3:8])[CH2:19][CH2:18][CH2:17][CH2:16][CH2:15]1. (3) Given the reactants Cl[C:2]1[N:10]=[CH:9][CH:8]=[CH:7][C:3]=1[C:4]([OH:6])=[O:5].Cl.[CH3:12][NH2:13].C(=O)([O-])[O-].[K+].[K+], predict the reaction product. The product is: [CH3:12][NH:13][C:2]1[N:10]=[CH:9][CH:8]=[CH:7][C:3]=1[C:4]([OH:6])=[O:5]. (4) Given the reactants Cl[C:2]1[N:7]=[C:6]([NH:8][CH:9]2[CH2:12][CH2:11][CH2:10]2)[C:5]([C:13]([F:16])([F:15])[F:14])=[CH:4][N:3]=1.[NH2:17][C:18]1[CH:23]=[CH:22][CH:21]=[CH:20][CH:19]=1.C1(C)C=CC(S(O)(=O)=O)=CC=1, predict the reaction product. The product is: [CH:9]1([NH:8][C:6]2[C:5]([C:13]([F:16])([F:15])[F:14])=[CH:4][N:3]=[C:2]([NH:17][C:18]3[CH:23]=[CH:22][CH:21]=[CH:20][CH:19]=3)[N:7]=2)[CH2:12][CH2:11][CH2:10]1. (5) The product is: [CH3:2][O:3][C:4]1[CH:11]=[C:10]([O:12][CH3:13])[CH:9]=[CH:8][C:5]=1[CH2:6][NH:7][S:18]([CH2:17][CH2:16][CH2:15][Cl:14])(=[O:20])=[O:19]. Given the reactants Cl.[CH3:2][O:3][C:4]1[CH:11]=[C:10]([O:12][CH3:13])[CH:9]=[CH:8][C:5]=1[CH2:6][NH2:7].[Cl:14][CH2:15][CH2:16][CH2:17][S:18](Cl)(=[O:20])=[O:19], predict the reaction product. (6) Given the reactants [C:1]1([CH:7]([NH:9][C:10]2[C:11](=[O:26])[NH:12][CH:13]=[C:14]([C:16]3[CH:25]=[CH:24][CH:23]=[C:22]4[C:17]=3[CH:18]=[CH:19][CH:20]=[N:21]4)[N:15]=2)[CH3:8])[CH:6]=[CH:5][CH:4]=[CH:3][CH:2]=1.[C:27](N1C=CN=C1)(N1C=CN=C1)=[O:28], predict the reaction product. The product is: [C:1]1([CH:7]([N:9]2[C:10]3=[N:15][C:14]([C:16]4[CH:25]=[CH:24][CH:23]=[C:22]5[C:17]=4[CH:18]=[CH:19][CH:20]=[N:21]5)=[CH:13][N:12]=[C:11]3[O:26][C:27]2=[O:28])[CH3:8])[CH:2]=[CH:3][CH:4]=[CH:5][CH:6]=1. (7) Given the reactants [CH3:1][C:2]1[N:3]=[CH:4][N:5]([C:7]2[CH:12]=[C:11]([O:13][C:14]3[CH:15]=[N:16][C:17]([N+:20]([O-])=O)=[CH:18][CH:19]=3)[CH:10]=[CH:9][N:8]=2)[CH:6]=1.[NH4+].[Cl-], predict the reaction product. The product is: [CH3:1][C:2]1[N:3]=[CH:4][N:5]([C:7]2[CH:12]=[C:11]([O:13][C:14]3[CH:19]=[CH:18][C:17]([NH2:20])=[N:16][CH:15]=3)[CH:10]=[CH:9][N:8]=2)[CH:6]=1.